This data is from NCI-60 drug combinations with 297,098 pairs across 59 cell lines. The task is: Regression. Given two drug SMILES strings and cell line genomic features, predict the synergy score measuring deviation from expected non-interaction effect. (1) Drug 1: C1=CC(=CC=C1CCC2=CNC3=C2C(=O)NC(=N3)N)C(=O)NC(CCC(=O)O)C(=O)O. Drug 2: C1=NC2=C(N=C(N=C2N1C3C(C(C(O3)CO)O)O)F)N. Cell line: RPMI-8226. Synergy scores: CSS=42.1, Synergy_ZIP=0.976, Synergy_Bliss=-0.686, Synergy_Loewe=-24.0, Synergy_HSA=0.413. (2) Drug 1: C1CC(=O)NC(=O)C1N2CC3=C(C2=O)C=CC=C3N. Drug 2: C(CCl)NC(=O)N(CCCl)N=O. Cell line: A498. Synergy scores: CSS=3.30, Synergy_ZIP=-1.54, Synergy_Bliss=0.620, Synergy_Loewe=-0.501, Synergy_HSA=-0.406.